Dataset: Reaction yield outcomes from USPTO patents with 853,638 reactions. Task: Predict the reaction yield, written as a fraction of the theoretical maximum amount of product (1.0 means a 100% yield; for example, 0.34 means a 34% yield). (1) The reactants are Br[C:2]1[CH:7]=[CH:6][C:5]([C:8]2([OH:19])[CH2:13][CH2:12][CH2:11][CH2:10][CH:9]2[N:14]2[CH:18]=[N:17][CH:16]=[N:15]2)=[CH:4][CH:3]=1.C1(P(C2C=CC=CC=2)C2C=CC=CC=2)C=CC=CC=1.N1CCCCC1.[F:45][C:46]1[CH:51]=[CH:50][C:49]([C:52]#[CH:53])=[CH:48][CH:47]=1. The catalyst is C(#N)C.[Cu](I)I. The product is [F:45][C:46]1[CH:51]=[CH:50][C:49]([C:52]#[C:53][C:2]2[CH:7]=[CH:6][C:5]([C:8]3([OH:19])[CH2:13][CH2:12][CH2:11][CH2:10][CH:9]3[N:14]3[CH:18]=[N:17][CH:16]=[N:15]3)=[CH:4][CH:3]=2)=[CH:48][CH:47]=1. The yield is 0.0560. (2) The reactants are [F:1][C:2]([F:7])([F:6])[C:3]([OH:5])=[O:4].[CH3:8][N:9]([C:11]([N:14]([CH3:16])[CH3:15])(Cl)[Cl:12])[CH3:10]. No catalyst specified. The product is [F:1][C:2]([F:7])([F:6])[C:3]([O-:5])=[O:4].[CH3:8][N:9]([C+:11]([N:14]([CH3:16])[CH3:15])[Cl:12])[CH3:10]. The yield is 0.961. (3) The yield is 0.760. The reactants are [H-].[Na+].[Br:3][C:4]1[C:12]2[C:7](=[CH:8][C:9]([N+:13]([O-:15])=[O:14])=[CH:10][CH:11]=2)[NH:6][CH:5]=1.[C:16]1([S:22](Cl)(=[O:24])=[O:23])[CH:21]=[CH:20][CH:19]=[CH:18][CH:17]=1. The product is [Br:3][C:4]1[C:12]2[C:7](=[CH:8][C:9]([N+:13]([O-:15])=[O:14])=[CH:10][CH:11]=2)[N:6]([S:22]([C:16]2[CH:21]=[CH:20][CH:19]=[CH:18][CH:17]=2)(=[O:24])=[O:23])[CH:5]=1. The catalyst is O1CCCC1. (4) The reactants are Cl[CH2:2][C:3]1[NH:4][C:5](=[O:13])[C:6]2[CH2:12][O:11][CH2:10][CH2:9][C:7]=2[N:8]=1.[C:14]1([C@H:20]([NH2:22])[CH3:21])[CH:19]=[CH:18][CH:17]=[CH:16][CH:15]=1. The catalyst is C(O)C. The product is [C:14]1([C@H:20]([NH:22][CH2:2][C:3]2[NH:4][C:5](=[O:13])[C:6]3[CH2:12][O:11][CH2:10][CH2:9][C:7]=3[N:8]=2)[CH3:21])[CH:19]=[CH:18][CH:17]=[CH:16][CH:15]=1. The yield is 0.280. (5) The yield is 0.0500. The reactants are [C:1](O[BH-](OC(=O)C)OC(=O)C)(=O)C.[Na+].C=O.[CH2:17]([C:21]1[S:30][C:29]2[NH:28][C:27]3[CH:31]=[CH:32][CH:33]=[CH:34][C:26]=3[N:25]=[C:24]([N:35]3[CH2:40][CH2:39][NH:38][C@@H:37]([CH2:41][CH2:42][C:43]4[CH:48]=[CH:47][CH:46]=[CH:45][CH:44]=4)[CH2:36]3)[C:23]=2[N:22]=1)[CH2:18][CH2:19][CH3:20]. The product is [NH3:22].[CH2:17]([C:21]1[S:30][C:29]2[NH:28][C:27]3[CH:31]=[CH:32][CH:33]=[CH:34][C:26]=3[N:25]=[C:24]([N:35]3[CH2:40][CH2:39][N:38]([CH3:1])[C@@H:37]([CH2:41][CH2:42][C:43]4[CH:44]=[CH:45][CH:46]=[CH:47][CH:48]=4)[CH2:36]3)[C:23]=2[N:22]=1)[CH2:18][CH2:19][CH3:20]. The catalyst is ClC(Cl)C.C(=O)(O)[O-].[Na+].